From a dataset of Forward reaction prediction with 1.9M reactions from USPTO patents (1976-2016). Predict the product of the given reaction. (1) Given the reactants [C:1](Cl)(=[O:8])[C:2]1[CH:7]=[CH:6][CH:5]=[CH:4][CH:3]=1.[O:10]([C:20]1[CH:25]=[CH:24][C:23]([N+:26]([O-:28])=[O:27])=[CH:22][CH:21]=1)[C@@H:11]1[O:19][CH2:18][C@H:16]([OH:17])[C@H:14]([OH:15])[C@H:12]1[OH:13], predict the reaction product. The product is: [C:1]([O:13][C@@H:12]1[C@@H:14]([O:15][C:1](=[O:8])[C:2]2[CH:7]=[CH:6][CH:5]=[CH:4][CH:3]=2)[C@@H:16]([OH:17])[CH2:18][O:19][C@H:11]1[O:10][C:20]1[CH:21]=[CH:22][C:23]([N+:26]([O-:28])=[O:27])=[CH:24][CH:25]=1)(=[O:8])[C:2]1[CH:7]=[CH:6][CH:5]=[CH:4][CH:3]=1. (2) Given the reactants C([C:3]1[N:4]([CH:27]2[CH2:29][CH2:28]2)[C:5]2[C:10]([C:11](=[O:16])[C:12]=1[C:13]([O-:15])=[O:14])=[CH:9][C:8]([F:17])=[C:7]([F:18])[C:6]=2OS(C(F)(F)F)(=O)=O)C.[CH2:30]([O:37][C:38]([N:40]1[CH2:44][C@H:43]([O:45][CH2:46][C:47]2[CH:52]=[CH:51][C:50]([O:53][CH3:54])=[CH:49][CH:48]=2)[CH2:42][C@H:41]1[CH2:55][C:56]#[CH:57])=[O:39])[C:31]1[CH:36]=[CH:35][CH:34]=[CH:33][CH:32]=1.[C:58]1(P(C2C=CC=CC=2)C2C=CC=CC=2)C=CC=C[CH:59]=1.C(N(CC)CC)C, predict the reaction product. The product is: [CH2:58]([O:15][C:13]([C:12]1[C:11](=[O:16])[C:10]2[C:5](=[C:6]([C:57]#[C:56][CH2:55][C@@H:41]3[CH2:42][C@@H:43]([O:45][CH2:46][C:47]4[CH:52]=[CH:51][C:50]([O:53][CH3:54])=[CH:49][CH:48]=4)[CH2:44][N:40]3[C:38]([O:37][CH2:30][C:31]3[CH:32]=[CH:33][CH:34]=[CH:35][CH:36]=3)=[O:39])[C:7]([F:18])=[C:8]([F:17])[CH:9]=2)[N:4]([CH:27]2[CH2:29][CH2:28]2)[CH:3]=1)=[O:14])[CH3:59]. (3) Given the reactants C[N:2](C)/[CH:3]=[CH:4]/[C:5]([C:7]1[C:12](=[O:13])[CH:11]=[CH:10][N:9]([C:14]2[CH:19]=[CH:18][CH:17]=[C:16]([C:20]([F:23])([F:22])[F:21])[CH:15]=2)[N:8]=1)=O.[Cl:25][C:26]1[CH:27]=[C:28]([NH:32]N)[CH:29]=[CH:30][CH:31]=1.Cl, predict the reaction product. The product is: [Cl:25][C:26]1[CH:27]=[C:28]([N:32]2[C:5]([C:7]3[C:12](=[O:13])[CH:11]=[CH:10][N:9]([C:14]4[CH:19]=[CH:18][CH:17]=[C:16]([C:20]([F:23])([F:22])[F:21])[CH:15]=4)[N:8]=3)=[CH:4][CH:3]=[N:2]2)[CH:29]=[CH:30][CH:31]=1.